This data is from Catalyst prediction with 721,799 reactions and 888 catalyst types from USPTO. The task is: Predict which catalyst facilitates the given reaction. (1) Reactant: [Br:1][C:2]1[CH:10]=[CH:9][C:5]([C:6]([OH:8])=O)=[CH:4][N:3]=1.C(N(CC)C(C)C)(C)C.[CH3:20][C:21]1([OH:27])[CH2:26][CH2:25][CH2:24][NH:23][CH2:22]1.C(=O)([O-])O.[Na+]. Product: [Br:1][C:2]1[N:3]=[CH:4][C:5]([C:6]([N:23]2[CH2:24][CH2:25][CH2:26][C:21]([OH:27])([CH3:20])[CH2:22]2)=[O:8])=[CH:9][CH:10]=1. The catalyst class is: 13. (2) Reactant: C[O:2][C:3]1[CH:8]=[CH:7][C:6]([O:9]C)=[CH:5][C:4]=1[C:11]1[C:12]2[NH:16][C:15]([C:17]([CH2:42][CH2:43][CH2:44][CH2:45][CH2:46][CH2:47][CH3:48])=[C:18]3[N:41]=[C:21]([CH:22]=[C:23]4[NH:40][C:26](=[C:27]([CH2:33][CH2:34][CH2:35][CH2:36][CH2:37][CH2:38][CH3:39])[C:28]5[CH:29]=[CH:30][C:31]=1[N:32]=5)[CH:25]=[CH:24]4)[CH:20]=[CH:19]3)=[CH:14][CH:13]=2.B(Br)(Br)Br.C(=O)(O)[O-].[Na+]. Product: [OH:2][C:3]1[CH:8]=[CH:7][C:6]([OH:9])=[CH:5][C:4]=1[C:11]1[C:12]2[NH:16][C:15]([C:17]([CH2:42][CH2:43][CH2:44][CH2:45][CH2:46][CH2:47][CH3:48])=[C:18]3[N:41]=[C:21]([CH:22]=[C:23]4[NH:40][C:26](=[C:27]([CH2:33][CH2:34][CH2:35][CH2:36][CH2:37][CH2:38][CH3:39])[C:28]5[CH:29]=[CH:30][C:31]=1[N:32]=5)[CH:25]=[CH:24]4)[CH:20]=[CH:19]3)=[CH:14][CH:13]=2. The catalyst class is: 22. (3) Reactant: [CH3:1][C:2]1([CH3:23])[CH2:6][C:5]2[C:7]([C:13]3[CH:18]=[CH:17][CH:16]=[C:15]([C:19]([O:21]C)=[O:20])[CH:14]=3)=[CH:8][CH:9]=[C:10]([O:11][CH3:12])[C:4]=2[O:3]1.[OH-].[Na+]. Product: [C:19]([C:15]1[CH:14]=[C:13]([C:7]2[C:5]3[CH2:6][C:2]([CH3:1])([CH3:23])[O:3][C:4]=3[C:10]([O:11][CH3:12])=[CH:9][CH:8]=2)[CH:18]=[CH:17][CH:16]=1)([OH:21])=[O:20]. The catalyst class is: 8. (4) Reactant: S(=O)(=O)(O)O.[Cl:6][C:7]1[CH:8]=[C:9]2[C:14](=[CH:15][CH:16]=1)[CH:13]=[C:12]([S:17]([CH2:20]/[CH:21]=[CH:22]/[C:23]([O:25]CC)=[O:24])(=[O:19])=[O:18])[CH:11]=[CH:10]2. Product: [Cl:6][C:7]1[CH:8]=[C:9]2[C:14](=[CH:15][CH:16]=1)[CH:13]=[C:12]([S:17]([CH2:20]/[CH:21]=[CH:22]/[C:23]([OH:25])=[O:24])(=[O:18])=[O:19])[CH:11]=[CH:10]2. The catalyst class is: 15. (5) Reactant: [CH3:1][C:2](C)([O-:4])C.[K+].CCOC([CH2:12][CH2:13][C:14]([C:16]([O:18][CH2:19][CH3:20])=[O:17])=[O:15])=O.Br[CH2:22][CH2:23][CH:24]=[CH2:25].C1OCCOCCOCCOCCOCC[O:28][CH2:27]1.Cl. Product: [CH2:22]([C:13]([CH3:12])([C:14](=[O:15])[C:16]([O:18][CH2:19][CH3:20])=[O:17])[C:27]([O:4][CH2:2][CH3:1])=[O:28])[CH2:23][CH:24]=[CH2:25]. The catalyst class is: 715. (6) Reactant: [B-](F)(F)(F)F.[B-](F)(F)(F)F.C1[N+]2(CCl)CC[N+]([F:21])(CC2)C1.[Cl:22][C:23]1[CH:24]=[N:25][C:26]2[C:31]([C:32]=1[CH:33]=[O:34])=[CH:30][C:29]([O:35][CH3:36])=[CH:28][CH:27]=2.C(OCC)(=O)C. Product: [Cl:22][C:23]1[CH:24]=[N:25][C:26]2[C:31]([C:32]=1[CH:33]=[O:34])=[C:30]([F:21])[C:29]([O:35][CH3:36])=[CH:28][CH:27]=2. The catalyst class is: 10. (7) Reactant: N#N.[C:3]1([C:9]2[O:13][CH:12]=[N:11][C:10]=2[C:14]([OH:16])=O)[CH:8]=[CH:7][CH:6]=[CH:5][CH:4]=1.C1C=CC2N(O)N=NC=2C=1.C(Cl)CCl.CCN(C(C)C)C(C)C.[CH3:40][O:41][C:42]([C:45]1[O:46][CH:47]=[C:48]([CH2:50][N:51]2[N:55]=[C:54]([NH2:56])[CH:53]=[N:52]2)[N:49]=1)([CH3:44])[CH3:43]. Product: [CH3:40][O:41][C:42]([C:45]1[O:46][CH:47]=[C:48]([CH2:50][N:51]2[N:55]=[C:54]([NH:56][C:14]([C:10]3[N:11]=[CH:12][O:13][C:9]=3[C:3]3[CH:4]=[CH:5][CH:6]=[CH:7][CH:8]=3)=[O:16])[CH:53]=[N:52]2)[N:49]=1)([CH3:44])[CH3:43]. The catalyst class is: 64. (8) Reactant: [O:1]1[CH:5]=[CH:4][CH:3]=[C:2]1[C:6]1[N:10]([C:11]2[CH:12]=[C:13]([CH:16]=[CH:17][CH:18]=2)[CH:14]=[O:15])[N:9]=[C:8]([C:19]([F:22])([F:21])[F:20])[CH:7]=1.[CH2:23](O)[CH2:24][CH2:25][OH:26].O.C1(C)C=CC(S(O)(=O)=O)=CC=1. Product: [O:15]1[CH2:23][CH2:24][CH2:25][O:26][CH:14]1[C:13]1[CH:12]=[C:11]([N:10]2[C:6]([C:2]3[O:1][CH:5]=[CH:4][CH:3]=3)=[CH:7][C:8]([C:19]([F:20])([F:22])[F:21])=[N:9]2)[CH:18]=[CH:17][CH:16]=1. The catalyst class is: 11.